This data is from Catalyst prediction with 721,799 reactions and 888 catalyst types from USPTO. The task is: Predict which catalyst facilitates the given reaction. (1) Reactant: [CH2:1]([O:3][C:4]([C:6]1[C:7]([C:41]([O:43][CH2:44][CH3:45])=[O:42])=[C:8]([C:27]2[CH:32]=[CH:31][C:30]([O:33]CC3C=CC=CC=3)=[CH:29][CH:28]=2)[N:9]2[C:14]=1[C:13]([C:15]1[CH:20]=[CH:19][CH:18]=[CH:17][CH:16]=1)=[CH:12][C:11]([N:21]1[CH2:26][CH2:25][O:24][CH2:23][CH2:22]1)=[N:10]2)=[O:5])[CH3:2]. Product: [CH2:1]([O:3][C:4]([C:6]1[C:7]([C:41]([O:43][CH2:44][CH3:45])=[O:42])=[C:8]([C:27]2[CH:28]=[CH:29][C:30]([OH:33])=[CH:31][CH:32]=2)[N:9]2[C:14]=1[C:13]([C:15]1[CH:16]=[CH:17][CH:18]=[CH:19][CH:20]=1)=[CH:12][C:11]([N:21]1[CH2:22][CH2:23][O:24][CH2:25][CH2:26]1)=[N:10]2)=[O:5])[CH3:2]. The catalyst class is: 50. (2) Reactant: [Cl:1][C:2]1[CH:7]=[CH:6][C:5]([C:8]([CH3:20])([CH3:19])[CH2:9][C@@:10]([C:15]([F:18])([F:17])[F:16])([OH:14])[CH2:11][CH2:12][OH:13])=[C:4]([S:21]([CH3:24])(=[O:23])=[O:22])[CH:3]=1.CC(OI1(OC(C)=O)(OC(C)=O)OC(=O)C2C=CC=CC1=2)=O. Product: [Cl:1][C:2]1[CH:7]=[CH:6][C:5]([C:8]([CH3:20])([CH3:19])[CH2:9][C@:10]([OH:14])([C:15]([F:17])([F:16])[F:18])[CH2:11][CH:12]=[O:13])=[C:4]([S:21]([CH3:24])(=[O:22])=[O:23])[CH:3]=1. The catalyst class is: 2. (3) Reactant: [F:1][C:2]1[CH:9]=[C:8]([O:10][CH3:11])[C:7]([O:12][CH3:13])=[CH:6][C:3]=1[CH:4]=[O:5].CC(C)=[O:16].OS(O)(=O)=O.O=[Cr](=O)=O. Product: [F:1][C:2]1[CH:9]=[C:8]([O:10][CH3:11])[C:7]([O:12][CH3:13])=[CH:6][C:3]=1[C:4]([OH:16])=[O:5]. The catalyst class is: 95. (4) Reactant: C[O:2][C:3]([CH:5]1[CH2:9][N:8]([C:10]([O:12][CH2:13][C:14]2[CH:19]=[CH:18][CH:17]=[CH:16][CH:15]=2)=[O:11])[CH:7]2[CH2:20][CH2:21][N:22]([C:23]([O:25][C:26]([CH3:29])([CH3:28])[CH3:27])=[O:24])[CH:6]12)=O.[Li+].[BH4-].CO.O. Product: [C:26]([O:25][C:23]([N:22]1[CH:6]2[CH:7]([N:8]([C:10]([O:12][CH2:13][C:14]3[CH:15]=[CH:16][CH:17]=[CH:18][CH:19]=3)=[O:11])[CH2:9][CH:5]2[CH2:3][OH:2])[CH2:20][CH2:21]1)=[O:24])([CH3:29])([CH3:27])[CH3:28]. The catalyst class is: 1.